Dataset: Full USPTO retrosynthesis dataset with 1.9M reactions from patents (1976-2016). Task: Predict the reactants needed to synthesize the given product. (1) Given the product [CH3:14][C:2]1[C:10]2[CH2:9][O:8][CH2:7][C:6]=2[CH:5]=[CH:4][C:3]=1[NH2:11], predict the reactants needed to synthesize it. The reactants are: I[C:2]1[C:10]2[CH2:9][O:8][CH2:7][C:6]=2[CH:5]=[CH:4][C:3]=1[NH2:11].[F-].[Cs+].[CH3:14]B(O)O. (2) The reactants are: [Cl:1][C:2]1[CH:3]=[CH:4][C:5]2[N:11]3[C:12]([CH3:16])=[C:13]([CH3:15])[N:14]=[C:10]3[C@@H:9]([CH2:17][CH2:18][C:19]([N:21]3[CH2:26][CH2:25][CH:24]([CH2:27][CH2:28][C:29]([O:31]CC)=[O:30])[CH2:23][CH2:22]3)=[O:20])[O:8][C@H:7]([C:34]3[CH:39]=[CH:38][CH:37]=[C:36]([O:40][CH3:41])[C:35]=3[O:42][CH3:43])[C:6]=2[CH:44]=1.C(=O)([O-])[O-].[K+].[K+].Cl. Given the product [Cl:1][C:2]1[CH:3]=[CH:4][C:5]2[N:11]3[C:12]([CH3:16])=[C:13]([CH3:15])[N:14]=[C:10]3[C@@H:9]([CH2:17][CH2:18][C:19]([N:21]3[CH2:22][CH2:23][CH:24]([CH2:27][CH2:28][C:29]([OH:31])=[O:30])[CH2:25][CH2:26]3)=[O:20])[O:8][C@H:7]([C:34]3[CH:39]=[CH:38][CH:37]=[C:36]([O:40][CH3:41])[C:35]=3[O:42][CH3:43])[C:6]=2[CH:44]=1, predict the reactants needed to synthesize it. (3) The reactants are: Br[C:2](=[CH2:7])[CH2:3][CH2:4][CH2:5][OH:6].[C:8]([C:10]1[CH:11]=[C:12](B(O)O)[CH:13]=[CH:14][CH:15]=1)#[N:9].C(=O)([O-])[O-].[K+].[K+]. Given the product [OH:6][CH2:5][CH2:4][CH2:3][C:2]([C:12]1[CH:11]=[C:10]([CH:15]=[CH:14][CH:13]=1)[C:8]#[N:9])=[CH2:7], predict the reactants needed to synthesize it.